This data is from Full USPTO retrosynthesis dataset with 1.9M reactions from patents (1976-2016). The task is: Predict the reactants needed to synthesize the given product. Given the product [C:1]([O:5][C:6]([NH:8][CH2:9][CH2:10][CH2:11][NH:12][C:13]([C:15]1[CH:16]=[C:17]([C:21]([OH:32])([C:26]2[CH:31]=[CH:30][CH:29]=[CH:28][CH:27]=2)[C:22]([OH:24])=[O:23])[CH:18]=[CH:19][CH:20]=1)=[O:14])=[O:7])([CH3:4])([CH3:2])[CH3:3], predict the reactants needed to synthesize it. The reactants are: [C:1]([O:5][C:6]([NH:8][CH2:9][CH2:10][CH2:11][NH:12][C:13]([C:15]1[CH:16]=[C:17]([C:21]([OH:32])([C:26]2[CH:31]=[CH:30][CH:29]=[CH:28][CH:27]=2)[C:22]([O:24]C)=[O:23])[CH:18]=[CH:19][CH:20]=1)=[O:14])=[O:7])([CH3:4])([CH3:3])[CH3:2].[Li+].[OH-].